Regression. Given a peptide amino acid sequence and an MHC pseudo amino acid sequence, predict their binding affinity value. This is MHC class II binding data. From a dataset of Peptide-MHC class II binding affinity with 134,281 pairs from IEDB. The binding affinity (normalized) is 0.164. The MHC is H-2-IAu with pseudo-sequence H-2-IAu. The peptide sequence is KGVDAQGTLSKIF.